This data is from Peptide-MHC class I binding affinity with 185,985 pairs from IEDB/IMGT. The task is: Regression. Given a peptide amino acid sequence and an MHC pseudo amino acid sequence, predict their binding affinity value. This is MHC class I binding data. The peptide sequence is HASHYTIPW. The MHC is HLA-B58:01 with pseudo-sequence HLA-B58:01. The binding affinity (normalized) is 1.00.